This data is from Reaction yield outcomes from USPTO patents with 853,638 reactions. The task is: Predict the reaction yield, written as a fraction of the theoretical maximum amount of product (1.0 means a 100% yield; for example, 0.34 means a 34% yield). (1) The reactants are N[C:2]1[C:7]([N+:8]([O-:10])=[O:9])=[C:6]([CH3:11])[C:5]([Br:12])=[CH:4][N:3]=1.II.[Br:15][C:16]1[C:17]([CH3:26])=[C:18]([N+:23]([O-:25])=[O:24])[C:19](I)=[N:20][CH:21]=1.I([O-])(=O)(=O)=O.[Na+].[OH2:33]. The catalyst is C1COCC1.[Cu](Br)Br.[Os](=O)(=O)(=O)=O. The product is [Br:12][C:5]1[C:6]([CH3:11])=[C:7]([N+:8]([O-:10])=[O:9])[C:2]([CH:16]=[O:33])=[N:3][CH:4]=1.[Br:15][C:16]1[C:17]([CH3:26])=[C:18]([N+:23]([O-:25])=[O:24])[C:19]([CH:2]=[CH2:7])=[N:20][CH:21]=1. The yield is 0.590. (2) The reactants are [C:1]([C:3]1[N:8]=[CH:7][C:6]([S:9]([NH2:12])(=[O:11])=[O:10])=[CH:5][CH:4]=1)#N.[C:13](=O)(O)[O-:14].[Na+].C[OH:19]. The catalyst is Cl.O. The product is [NH2:12][S:9]([C:6]1[CH:5]=[CH:4][C:3]([C:1]([O:14][CH3:13])=[O:19])=[N:8][CH:7]=1)(=[O:11])=[O:10]. The yield is 0.760.